The task is: Predict which catalyst facilitates the given reaction.. This data is from Catalyst prediction with 721,799 reactions and 888 catalyst types from USPTO. (1) Reactant: [Br:1][C:2]1[CH:3]=[C:4]([CH:23]2[C:32]3[C:31](=[O:33])[CH2:30][CH:29]([CH2:34][CH2:35][CH3:36])[CH2:28][C:27]=3[NH:26][C:25]([CH3:37])=[C:24]2[C:38]#[N:39])[CH:5]=[C:6]([O:20][CH2:21][CH3:22])[C:7]=1[O:8][CH2:9][C:10]1[CH:15]=[C:14]([F:16])[CH:13]=[CH:12][C:11]=1[N+:17]([O-])=O.C(O)(=O)C. Product: [NH2:17][C:11]1[CH:12]=[CH:13][C:14]([F:16])=[CH:15][C:10]=1[CH2:9][O:8][C:7]1[C:6]([O:20][CH2:21][CH3:22])=[CH:5][C:4]([CH:23]2[C:32]3[C:31](=[O:33])[CH2:30][CH:29]([CH2:34][CH2:35][CH3:36])[CH2:28][C:27]=3[NH:26][C:25]([CH3:37])=[C:24]2[C:38]#[N:39])=[CH:3][C:2]=1[Br:1]. The catalyst class is: 324. (2) The catalyst class is: 7. Product: [Cl:2][C:3]1[CH:8]=[CH:7][C:6]([NH:9][NH2:10])=[CH:5][CH:4]=1. Reactant: Cl.[Cl:2][C:3]1[CH:8]=[CH:7][C:6]([NH:9][NH2:10])=[CH:5][CH:4]=1.C(OCC)C.C(=O)([O-])O.[Na+]. (3) Reactant: [CH3:1][C:2]1[CH:3]=[CH:4][C:5]([O:8][C@H:9]2[C@@H:14]3[CH2:15][CH2:16][C@@H:11]([CH2:12][N:13]3C(OC(C)(C)C)=O)[CH2:10]2)=[N:6][CH:7]=1.Cl. Product: [CH3:1][C:2]1[CH:3]=[CH:4][C:5]([O:8][C@H:9]2[C@@H:14]3[CH2:15][CH2:16][C@@H:11]([CH2:12][NH:13]3)[CH2:10]2)=[N:6][CH:7]=1. The catalyst class is: 817. (4) Reactant: NC1CC[N:5]([CH2:8][C:9]2[CH:14]=[CH:13][CH:12]=[CH:11][CH:10]=2)CC1.C(N(CC)CC)C.ClC(OC[C:27]1[CH:32]=[CH:31]C=[CH:29][CH:28]=1)=O. Product: [CH3:29][CH2:28][CH2:27][CH2:32][CH2:31][CH2:10][CH2:11][CH2:12][CH2:13][CH2:14][CH2:9][CH2:8][NH2:5]. The catalyst class is: 7. (5) Reactant: [CH3:1][CH2:2][CH2:3][CH2:4][CH2:5][CH2:6][CH2:7][CH2:8][CH2:9][CH2:10][CH2:11][CH2:12][CH2:13][N+:14]([CH2:17][C:18]1[CH:19]=[CH:20][CH:21]=[CH:22][CH:23]=1)([CH3:16])[CH3:15].[Cl-].[C:25]([OH:35])(=[O:34])/[CH:26]=[CH:27]/[C:28]1[CH:33]=[CH:32][CH:31]=[CH:30][CH:29]=1.CCCCCCCCCCCCC[N+](CC1C=CC=CC=1)(C)C.C(Cl)(Cl)Cl. Product: [CH3:1][CH2:2][CH2:3][CH2:4][CH2:5][CH2:6][CH2:7][CH2:8][CH2:9][CH2:10][CH2:11][CH2:12][CH2:13][N+:14]([CH2:17][C:18]1[CH:19]=[CH:20][CH:21]=[CH:22][CH:23]=1)([CH3:16])[CH3:15].[C:25]([O-:35])(=[O:34])/[CH:26]=[CH:27]/[C:28]1[CH:29]=[CH:30][CH:31]=[CH:32][CH:33]=1. The catalyst class is: 16. (6) The catalyst class is: 176. Reactant: [Cl:1][C:2]1[N:10](CC=C)[C:9]2[C:8](=[O:14])[NH:7][C:6](=[O:15])[N:5]([CH2:16][CH2:17][CH:18]([CH3:20])[CH3:19])[C:4]=2[N:3]=1.N1CCOCC1.Cl.C(OCC)C. Product: [Cl:1][C:2]1[NH:10][C:9]2[C:8](=[O:14])[NH:7][C:6](=[O:15])[N:5]([CH2:16][CH2:17][CH:18]([CH3:20])[CH3:19])[C:4]=2[N:3]=1. (7) Reactant: [N+:1]([C:4]1[CH:11]=[C:8]([C:9]#[N:10])[C:7]([NH2:12])=[CH:6][CH:5]=1)([O-:3])=[O:2].CO[CH:15](OC)[N:16]([CH3:18])[CH3:17]. Product: [C:9]([C:8]1[CH:11]=[C:4]([N+:1]([O-:3])=[O:2])[CH:5]=[CH:6][C:7]=1/[N:12]=[CH:15]/[N:16]([CH3:18])[CH3:17])#[N:10]. The catalyst class is: 12.